From a dataset of hERG Central: cardiac toxicity at 1µM, 10µM, and general inhibition. Predict hERG channel inhibition at various concentrations. (1) The drug is CCOC(=O)COc1cc(C)nc2nc(-c3ccc(Cl)cc3)cn12. Results: hERG_inhib (hERG inhibition (general)): blocker. (2) The molecule is COc1cccc(CN2CCC(C(=O)N3CCN(c4ccccc4F)CC3)CC2)c1. Results: hERG_inhib (hERG inhibition (general)): blocker. (3) The drug is COc1ccc(-c2csc(N(CCCN(C)C)C(=O)c3cccs3)n2)cc1.Cl. Results: hERG_inhib (hERG inhibition (general)): blocker. (4) The drug is CCn1c(CN2CCN(c3ccc(Cl)cc3)CC2)nc2ccccc21. Results: hERG_inhib (hERG inhibition (general)): blocker. (5) The compound is CCCCCn1c(SCC2CCCO2)nc2cc(C(=O)N3CCC(C(N)=O)CC3)ccc2c1=O. Results: hERG_inhib (hERG inhibition (general)): blocker.